Dataset: Catalyst prediction with 721,799 reactions and 888 catalyst types from USPTO. Task: Predict which catalyst facilitates the given reaction. (1) Reactant: C(OC(=O)[NH:7][CH2:8][CH2:9][CH2:10][NH:11][CH:12]([C:14]1[CH:19]=[CH:18][CH:17]=[CH:16][N:15]=1)[CH3:13])(C)(C)C.[CH3:21][C:22]1[C:23]([CH:29]=O)=[N:24][CH:25]=[C:26]([CH3:28])[CH:27]=1.[BH-](OC(C)=O)(OC(C)=O)OC(C)=O.[Na+]. Product: [CH3:21][C:22]1[C:23]([CH2:29][N:11]([CH:12]([C:14]2[CH:19]=[CH:18][CH:17]=[CH:16][N:15]=2)[CH3:13])[CH2:10][CH2:9][CH2:8][NH2:7])=[N:24][CH:25]=[C:26]([CH3:28])[CH:27]=1. The catalyst class is: 2. (2) The catalyst class is: 9. Reactant: F[C:2]1[C:3]([CH3:15])=[C:4]([CH:8]=[CH:9][C:10]=1[C:11]([F:14])([F:13])[F:12])[C:5]([OH:7])=[O:6].[H-].[Na+].[CH3:18][S-:19].[Na+].O. Product: [CH3:15][C:3]1[C:2]([S:19][CH3:18])=[C:10]([C:11]([F:14])([F:13])[F:12])[CH:9]=[CH:8][C:4]=1[C:5]([OH:7])=[O:6]. (3) Reactant: [Cl:1][C:2]1[CH:7]=[CH:6][C:5]([C:8]2[S:12][C:11]([C:13]([OH:15])=O)=[N:10][C:9]=2[C:16]2[CH:21]=[CH:20][C:19]([Cl:22])=[CH:18][C:17]=2[Cl:23])=[CH:4][CH:3]=1.C(N(C(C)C)CC)(C)C.F[P-](F)(F)(F)(F)F.N1(OC(N(C)C)=[N+](C)C)C2C=CC=CC=2N=N1.[C:57]([O:61][NH2:62])([CH3:60])([CH3:59])[CH3:58].Cl. The catalyst class is: 115. Product: [C:57]([O:61][NH:62][C:13]([C:11]1[S:12][C:8]([C:5]2[CH:6]=[CH:7][C:2]([Cl:1])=[CH:3][CH:4]=2)=[C:9]([C:16]2[CH:21]=[CH:20][C:19]([Cl:22])=[CH:18][C:17]=2[Cl:23])[N:10]=1)=[O:15])([CH3:60])([CH3:59])[CH3:58]. (4) Reactant: [CH2:1]=[C:2]([C:4]1(C=O)[CH2:9][CH2:8][CH:7]=[CH:6][CH2:5]1)[CH3:3].[CH:12](=[O:16])[CH:13]([CH3:15])[CH3:14].B(F)(F)F.C[CH2:22][O:23]CC. Product: [CH:22]([O:16][CH:12]([CH2:3][C:2](=[C:4]1[CH2:9][CH2:8][CH:7]=[CH:6][CH2:5]1)[CH3:1])[CH:13]([CH3:15])[CH3:14])=[O:23]. The catalyst class is: 26. (5) Reactant: [CH3:1][O:2][C:3]1[CH:4]=[C:5]2[C:9](=[CH:10][CH:11]=1)[C@H:8]([C@H:12]([CH3:16])[C:13]([OH:15])=[O:14])[CH2:7][CH2:6]2.[C:17](=O)(O)[O-].[Na+].IC.O. Product: [CH3:1][O:2][C:3]1[CH:4]=[C:5]2[C:9](=[CH:10][CH:11]=1)[C@H:8]([C@H:12]([CH3:16])[C:13]([O:15][CH3:17])=[O:14])[CH2:7][CH2:6]2. The catalyst class is: 3. (6) Product: [S:20]=[C:2]([NH:13][CH2:14][C:15]([F:18])([F:17])[F:16])[C@H:3]([NH:5][C:6](=[O:12])[O:7][C:8]([CH3:11])([CH3:10])[CH3:9])[CH3:4]. Reactant: O=[C:2]([NH:13][CH2:14][C:15]([F:18])([F:17])[F:16])[C@H:3]([NH:5][C:6](=[O:12])[O:7][C:8]([CH3:11])([CH3:10])[CH3:9])[CH3:4].P12(SP3(SP(SP(S3)(S1)=S)(=S)S2)=S)=[S:20].C[Si](C)(C)O[Si](C)(C)C. The catalyst class is: 2. (7) Reactant: [CH3:1][O:2][C:3]1[CH:8]=[C:7]([O:9][CH3:10])[CH:6]=[CH:5][C:4]=1[C:11](=O)[CH2:12][C:13]([O:15][CH3:16])=[O:14].Cl.[CH3:19][O:20][C:21](=[O:24])[CH2:22][NH2:23].[C:25](O)(=O)C.C(N(CC)CC)C. Product: [CH3:1][O:2][C:3]1[CH:8]=[C:7]([O:9][CH3:10])[CH:6]=[CH:5][C:4]=1/[C:11](/[NH:23][CH2:22][C:21]([O:20][CH2:19][CH3:25])=[O:24])=[CH:12]/[C:13]([O:15][CH3:16])=[O:14]. The catalyst class is: 14.